The task is: Predict the reactants needed to synthesize the given product.. This data is from Full USPTO retrosynthesis dataset with 1.9M reactions from patents (1976-2016). (1) Given the product [CH2:14]([O:21][C:22]1[CH:27]=[CH:26][C:25]([C:8]([C:3]2[C:2]([F:1])=[CH:7][CH:6]=[CH:5][N:4]=2)=[O:9])=[CH:24][CH:23]=1)[C:15]1[CH:20]=[CH:19][CH:18]=[CH:17][CH:16]=1, predict the reactants needed to synthesize it. The reactants are: [F:1][C:2]1[C:3]([C:8](N(OC)C)=[O:9])=[N:4][CH:5]=[CH:6][CH:7]=1.[CH2:14]([O:21][C:22]1[CH:27]=[CH:26][C:25]([Mg]Br)=[CH:24][CH:23]=1)[C:15]1[CH:20]=[CH:19][CH:18]=[CH:17][CH:16]=1. (2) Given the product [Br:1][C:2]1[S:3][C:4]([NH:16][C:26]([C:19]2[CH:18]=[N:17][N:21]3[CH:22]=[CH:23][CH:24]=[N:25][C:20]=23)=[O:27])=[C:5]([C:7]2[CH:12]=[C:11]([Cl:13])[CH:10]=[CH:9][C:8]=2[O:14][CH3:15])[N:6]=1, predict the reactants needed to synthesize it. The reactants are: [Br:1][C:2]1[S:3][C:4]([NH2:16])=[C:5]([C:7]2[CH:12]=[C:11]([Cl:13])[CH:10]=[CH:9][C:8]=2[O:14][CH3:15])[N:6]=1.[N:17]1[N:21]2[CH:22]=[CH:23][CH:24]=[N:25][C:20]2=[C:19]([C:26](Cl)=[O:27])[CH:18]=1. (3) The reactants are: Br[C@:2]12[C@@H:9]([OH:10])[CH2:8][O:7][C@H:3]1[O:4][CH2:5][CH2:6]2.C(N(CC)CC)C.[C:18](OC(=O)C)(=[O:20])[CH3:19].CO. Given the product [C:18]([O:10][C@@H:9]1[C@H:2]2[C@H:3]([O:4][CH2:5][CH2:6]2)[O:7][CH2:8]1)(=[O:20])[CH3:19], predict the reactants needed to synthesize it. (4) The reactants are: [OH:1][C:2]1[N:7]2[N:8]=[CH:9]C=[C:6]2[N:5]([CH2:11][CH2:12][CH:13]([CH3:15])[CH3:14])[C:4](=[O:16])[C:3]=1[C:17]1[NH:22][C:21]2[CH:23]=[CH:24][C:25]([NH:27][S:28]([CH3:31])(=[O:30])=[O:29])=[CH:26][C:20]=2[S:19](=[O:33])(=[O:32])[N:18]=1.C(OC(C1C(=O)N2N=CN=C2[N:41](CCC(C)C)C1=O)=O)C. Given the product [OH:1][C:2]1[N:7]2[N:8]=[CH:9][N:41]=[C:6]2[N:5]([CH2:11][CH2:12][CH:13]([CH3:15])[CH3:14])[C:4](=[O:16])[C:3]=1[C:17]1[NH:22][C:21]2[CH:23]=[CH:24][C:25]([NH:27][S:28]([CH3:31])(=[O:29])=[O:30])=[CH:26][C:20]=2[S:19](=[O:33])(=[O:32])[N:18]=1, predict the reactants needed to synthesize it. (5) Given the product [CH2:1]([O:3][C:4](=[O:5])[CH2:6][C:7]1[CH:8]=[CH:9][C:10]([O:28][CH3:29])=[C:11]([O:12][C:13]2[CH:21]=[CH:20][C:16]([C:17](=[O:18])[NH:37][CH2:36][CH2:35][C:34]3[CH:38]=[CH:39][C:31]([F:30])=[CH:32][CH:33]=3)=[CH:15][C:14]=2[CH2:22][S:23][CH:24]([CH3:25])[CH3:26])[CH:27]=1)[CH3:2], predict the reactants needed to synthesize it. The reactants are: [CH2:1]([O:3][C:4]([CH2:6][C:7]1[CH:8]=[CH:9][C:10]([O:28][CH3:29])=[C:11]([CH:27]=1)[O:12][C:13]1[CH:21]=[CH:20][C:16]([C:17](O)=[O:18])=[CH:15][C:14]=1[CH2:22][S:23][CH:24]([CH3:26])[CH3:25])=[O:5])[CH3:2].[F:30][C:31]1[CH:39]=[CH:38][C:34]([CH2:35][CH2:36][NH2:37])=[CH:33][CH:32]=1. (6) Given the product [O:32]1[C@@H:34]2[CH2:35][C@@H:36]3[C@@H:52]([C@@:53]4([CH3:62])[CH2:54][CH2:55][C@H:56]([O:58][C:59](=[O:61])[CH3:60])[CH2:57][C@@:33]124)[CH2:51][CH2:50][C@@:49]1([CH3:63])[C@H:37]3[CH2:38][CH2:39][C@@H:40]1[C@H:41]([CH3:48])[CH2:42][CH2:43][CH2:44][CH:45]([CH3:47])[CH3:46], predict the reactants needed to synthesize it. The reactants are: C(O[C@@H]1CC[C@@]2(C)C(=CC[C@@H]3[C@@H]2CC[C@@]2(C)[C@H]3CC[C@@H]2[C@H](C)CCCC(C)C)C1)(=O)C.[O:32]1[C@@H:34]2[CH2:35][C@@H:36]3[C@@H:52]([C@@:53]4([CH3:62])[CH2:54][CH2:55][C@@H:56]([O:58][C:59](=[O:61])[CH3:60])[CH2:57][C@@:33]124)[CH2:51][CH2:50][C@@:49]1([CH3:63])[C@H:37]3[CH2:38][CH2:39][C@@H:40]1[C@H:41]([CH3:48])[CH2:42][CH2:43][CH2:44][CH:45]([CH3:47])[CH3:46].